From a dataset of Forward reaction prediction with 1.9M reactions from USPTO patents (1976-2016). Predict the product of the given reaction. (1) Given the reactants Br[C:2]1[C:7]2[N:8]([CH2:11][C:12]([OH:14])=[O:13])[CH:9]=[N:10][C:6]=2[CH:5]=[CH:4][CH:3]=1.[Cl:15]C1C=CC=C([N+]([O-])=O)C=1Cl.NC1C=CC=C(Cl)C=1NCCO.ClC1C2N(CCO)C=NC=2C=CC=1, predict the reaction product. The product is: [Cl:15][C:2]1[C:7]2[N:8]([CH2:11][C:12]([OH:14])=[O:13])[CH:9]=[N:10][C:6]=2[CH:5]=[CH:4][CH:3]=1. (2) Given the reactants [CH3:1][O:2][C:3]1[CH:8]=[CH:7][C:6]([N:9]2[CH:13]=[CH:12][C:11]([NH:14][C:15](OC)=O)=[N:10]2)=[CH:5][CH:4]=1.C(=O)(O)[O-].[Na+].BrC[C:26]([O:28][CH3:29])=[O:27], predict the reaction product. The product is: [CH3:1][O:2][C:3]1[CH:4]=[CH:5][C:6]([N:9]2[CH:13]=[CH:12][C:11]([NH:14][CH2:15][C:26]([O:28][CH3:29])=[O:27])=[N:10]2)=[CH:7][CH:8]=1. (3) Given the reactants C(N(CC)CC)C.[F:8][C:9]([F:36])([F:35])[C:10]1[CH:11]=[C:12]([CH:28]=[C:29]([C:31]([F:34])([F:33])[F:32])[CH:30]=1)[CH2:13][N:14]1[C:18]([C:19]2[CH:24]=[CH:23][CH:22]=[CH:21][CH:20]=2)=[C:17]([C:25](O)=[O:26])[N:16]=[N:15]1.[C:37]1([C@@H:43]2[CH2:47][O:46][C:45](=[O:48])[NH:44]2)[CH:42]=[CH:41][CH:40]=[CH:39][CH:38]=1.C(Cl)(=O)C(C)(C)C, predict the reaction product. The product is: [F:33][C:31]([F:32])([F:34])[C:29]1[CH:28]=[C:12]([CH:11]=[C:10]([C:9]([F:35])([F:8])[F:36])[CH:30]=1)[CH2:13][N:14]1[C:18]([C:19]2[CH:24]=[CH:23][CH:22]=[CH:21][CH:20]=2)=[C:17]([C:25]([N:44]2[C@H:43]([C:37]3[CH:42]=[CH:41][CH:40]=[CH:39][CH:38]=3)[CH2:47][O:46][C:45]2=[O:48])=[O:26])[N:16]=[N:15]1. (4) Given the reactants S(Cl)([Cl:3])=O.[CH3:5][N:6]([CH2:8][C:9]1[CH:13]=[CH:12][S:11][C:10]=1[CH2:14]O)[CH3:7], predict the reaction product. The product is: [Cl:3][CH2:14][C:10]1[S:11][CH:12]=[CH:13][C:9]=1[CH2:8][N:6]([CH3:7])[CH3:5].